From a dataset of Full USPTO retrosynthesis dataset with 1.9M reactions from patents (1976-2016). Predict the reactants needed to synthesize the given product. The reactants are: [C:1]([Cl:5])(Cl)(Cl)[Cl:2].C1(P(C2C=CC=CC=2)C2C=CC=CC=2)C=CC=CC=1.[Cl:25][C:26]1[C:31]([O:32][C:33]2[CH:38]=[CH:37][CH:36]=[CH:35][C:34]=2[O:39][CH3:40])=[CH:30][C:29]([C:41](=O)[C:42]([O:44][CH2:45][CH3:46])=[O:43])=[C:28]([F:48])[CH:27]=1. Given the product [Cl:2][C:1]([Cl:5])=[C:41]([C:29]1[CH:30]=[C:31]([O:32][C:33]2[CH:38]=[CH:37][CH:36]=[CH:35][C:34]=2[O:39][CH3:40])[C:26]([Cl:25])=[CH:27][C:28]=1[F:48])[C:42]([O:44][CH2:45][CH3:46])=[O:43], predict the reactants needed to synthesize it.